Dataset: Reaction yield outcomes from USPTO patents with 853,638 reactions. Task: Predict the reaction yield, written as a fraction of the theoretical maximum amount of product (1.0 means a 100% yield; for example, 0.34 means a 34% yield). (1) The reactants are CC1(C)C(C)(C)OB([C:9]2[CH2:14][CH2:13][CH:12]([C:15]([O:17][CH2:18][CH3:19])=[O:16])[CH2:11][CH:10]=2)O1.Cl[C:22]1[C:31]([C:32]([F:35])([F:34])[F:33])=[N:30][C:29]2[C:24](=[CH:25][CH:26]=[C:27]([O:36][CH3:37])[CH:28]=2)[N:23]=1. No catalyst specified. The product is [CH3:37][O:36][C:27]1[CH:28]=[C:29]2[C:24](=[CH:25][CH:26]=1)[N:23]=[C:22]([C:9]1[CH2:14][CH2:13][CH:12]([C:15]([O:17][CH2:18][CH3:19])=[O:16])[CH2:11][CH:10]=1)[C:31]([C:32]([F:35])([F:33])[F:34])=[N:30]2. The yield is 0.550. (2) The reactants are [F:1][C:2]1[CH:7]=[CH:6][C:5]([C:8]2[C:9]([NH:24][NH2:25])=[N:10][C:11]([C:20]([F:23])([F:22])[F:21])=[N:12][C:13]=2[C:14]2[CH:19]=[CH:18][N:17]=[CH:16][CH:15]=2)=[CH:4][CH:3]=1.[F:26][C:27]([F:38])([F:37])[C:28](O[C:28](=[O:29])[C:27]([F:38])([F:37])[F:26])=[O:29]. The catalyst is ClCCl.C(OCC)(=O)C.CCCCCC. The product is [F:26][C:27]([F:38])([F:37])[C:28]([NH:25][NH:24][C:9]1[C:8]([C:5]2[CH:6]=[CH:7][C:2]([F:1])=[CH:3][CH:4]=2)=[C:13]([C:14]2[CH:15]=[CH:16][N:17]=[CH:18][CH:19]=2)[N:12]=[C:11]([C:20]([F:23])([F:22])[F:21])[N:10]=1)=[O:29]. The yield is 0.533.